From a dataset of Forward reaction prediction with 1.9M reactions from USPTO patents (1976-2016). Predict the product of the given reaction. (1) Given the reactants [CH2:1]([C:3]1([CH2:25][CH3:26])[C:7](=[O:8])[O:6][CH:5]([CH2:9][CH2:10][N:11]2[CH2:16][CH2:15][N:14]([C:17]3[CH:24]=[CH:23][CH:22]=[CH:21][C:18]=3[C:19]#N)[CH2:13][CH2:12]2)[CH2:4]1)[CH3:2].C1(C)C=CC=CC=1N1CCNCC1.N1(C2C=CC=CC=2C#N)CCNCC1, predict the reaction product. The product is: [CH2:25]([C:3]1([CH2:1][CH3:2])[CH2:4][CH:5]([CH2:9][CH2:10][N:11]2[CH2:12][CH2:13][N:14]([C:17]3[CH:24]=[CH:23][CH:22]=[CH:21][C:18]=3[CH3:19])[CH2:15][CH2:16]2)[O:6][C:7]1=[O:8])[CH3:26]. (2) Given the reactants [Cl:1][C:2]1[N:6]2[N:7]=[C:8]([NH2:11])[CH:9]=[CH:10][C:5]2=[N:4][N:3]=1.[C:12](Cl)(=[O:17])[C:13]([CH3:16])([CH3:15])[CH3:14], predict the reaction product. The product is: [Cl:1][C:2]1[N:6]2[N:7]=[C:8]([NH:11][C:12](=[O:17])[C:13]([CH3:16])([CH3:15])[CH3:14])[CH:9]=[CH:10][C:5]2=[N:4][N:3]=1. (3) The product is: [CH3:72][C:59]1([CH3:73])[CH:60]([C:62]([O:1][C@H:2]2[CH2:19][CH2:18][C@@:17]3([CH3:20])[C@@H:4]([CH2:5][CH2:6][C@:7]4([CH3:47])[C@@H:16]3[CH2:15][CH2:14][C@H:13]3[C@@:8]4([CH3:46])[CH2:9][CH2:10][C@@:11]4([C:28]([N:30]5[CH2:34][CH2:33][CH2:32][C@H:31]5[C:35]5[NH:36][C:37]([C:40]6[CH:41]=[CH:42][CH:43]=[CH:44][CH:45]=6)=[CH:38][N:39]=5)=[O:29])[CH2:23][CH2:22][C@@H:21]([C:24]5([CH3:27])[CH2:26][CH2:25]5)[C@@H:12]43)[C:3]2([CH3:49])[CH3:48])=[O:63])[CH2:61][CH:58]1[C:56]([O:55][CH2:53][C:52]1[CH:51]=[CH:77][CH:76]=[CH:75][CH:74]=1)=[O:57]. Given the reactants [OH:1][C@H:2]1[CH2:19][CH2:18][C@@:17]2([CH3:20])[C@@H:4]([CH2:5][CH2:6][C@:7]3([CH3:47])[C@@H:16]2[CH2:15][CH2:14][C@H:13]2[C@@:8]3([CH3:46])[CH2:9][CH2:10][C@@:11]3([C:28]([N:30]4[CH2:34][CH2:33][CH2:32][C@H:31]4[C:35]4[NH:36][C:37]([C:40]5[CH:45]=[CH:44][CH:43]=[CH:42][CH:41]=5)=[CH:38][N:39]=4)=[O:29])[CH2:23][CH2:22][C@@H:21]([C:24]4([CH3:27])[CH2:26][CH2:25]4)[C@@H:12]32)[C:3]1([CH3:49])[CH3:48].Cl[C:51]1[CH:77]=[C:76](Cl)[CH:75]=[C:74](Cl)[C:52]=1[C:53]([O:55][C:56]([C@H:58]1[CH2:61][C@@H:60]([C:62](OCC2C=CC=CC=2)=[O:63])[C:59]1([CH3:73])[CH3:72])=[O:57])=O, predict the reaction product. (4) Given the reactants [CH3:1][C:2]1[O:6][C:5]([C:7]2[CH:12]=[CH:11][CH:10]=[CH:9][CH:8]=2)=[N:4][C:3]=1[CH2:13][CH2:14][O:15][C:16]1[C:25]2[C:20](=[CH:21][CH:22]=[CH:23][CH:24]=2)[CH:19]=[CH:18][CH:17]=1.[BrH:26].O1CC[CH2:30]OO1, predict the reaction product. The product is: [Br:26][CH2:30][C:19]1[C:20]2[C:25](=[CH:24][CH:23]=[CH:22][CH:21]=2)[C:16]([O:15][CH2:14][CH2:13][C:3]2[N:4]=[C:5]([C:7]3[CH:12]=[CH:11][CH:10]=[CH:9][CH:8]=3)[O:6][C:2]=2[CH3:1])=[CH:17][CH:18]=1. (5) Given the reactants [CH2:1]([O:3][C:4]([C:6]1([C:9]2[CH:14]=[CH:13][C:12]([C:15]3[CH:20]=[CH:19][C:18]([C:21]4[S:22][C:23]([Cl:29])=[CH:24][C:25]=4C(=O)N)=[CH:17][CH:16]=3)=[CH:11][CH:10]=2)[CH2:8][CH2:7]1)=[O:5])[CH3:2].[S:30]1[CH:34]=[CH:33][CH:32]=[C:31]1[C@H:35]([OH:37])[CH3:36].[N:38]1[CH:43]=CC=CC=1.FC(F)(F)C(OI(C1C=CC=CC=1)OC(=O)C(F)(F)F)=[O:47], predict the reaction product. The product is: [CH2:1]([O:3][C:4]([C:6]1([C:9]2[CH:10]=[CH:11][C:12]([C:15]3[CH:16]=[CH:17][C:18]([C:21]4[S:22][C:23]([Cl:29])=[CH:24][C:25]=4[NH:38][C:43]([O:37][C@@H:35]([C:31]4[S:30][CH:34]=[CH:33][CH:32]=4)[CH3:36])=[O:47])=[CH:19][CH:20]=3)=[CH:13][CH:14]=2)[CH2:8][CH2:7]1)=[O:5])[CH3:2]. (6) Given the reactants Cl[C:2]1[N:7]=[C:6]([NH:8][C:9]2[CH:18]=[CH:17][CH:16]=[CH:15][C:10]=2[C:11]([NH:13][CH3:14])=[O:12])[C:5]([Cl:19])=[CH:4][N:3]=1.[NH2:20][C:21]1[CH:36]=[CH:35][C:24]2[N:25]([CH2:33][CH3:34])[C:26](=[O:32])[CH2:27][CH2:28][C:29]([CH3:31])([CH3:30])[C:23]=2[CH:22]=1.Cl, predict the reaction product. The product is: [Cl:19][C:5]1[C:6]([NH:8][C:9]2[CH:18]=[CH:17][CH:16]=[CH:15][C:10]=2[C:11]([NH:13][CH3:14])=[O:12])=[N:7][C:2]([NH:20][C:21]2[CH:36]=[CH:35][C:24]3[N:25]([CH2:33][CH3:34])[C:26](=[O:32])[CH2:27][CH2:28][C:29]([CH3:30])([CH3:31])[C:23]=3[CH:22]=2)=[N:3][CH:4]=1.